This data is from Peptide-MHC class I binding affinity with 185,985 pairs from IEDB/IMGT. The task is: Regression. Given a peptide amino acid sequence and an MHC pseudo amino acid sequence, predict their binding affinity value. This is MHC class I binding data. (1) The binding affinity (normalized) is 0.179. The peptide sequence is IMECSRMLDT. The MHC is HLA-A02:03 with pseudo-sequence HLA-A02:03. (2) The peptide sequence is KSNRIPFLY. The MHC is HLA-B48:01 with pseudo-sequence HLA-B48:01. The binding affinity (normalized) is 0.0847. (3) The peptide sequence is SAEDNYLAK. The MHC is HLA-A68:01 with pseudo-sequence HLA-A68:01. The binding affinity (normalized) is 0.137. (4) The peptide sequence is YIAVNDKALY. The MHC is Patr-B0101 with pseudo-sequence Patr-B0101. The binding affinity (normalized) is 0. (5) The peptide sequence is KALFMHCKK. The MHC is HLA-A33:01 with pseudo-sequence HLA-A33:01. The binding affinity (normalized) is 0.143. (6) The peptide sequence is IQAGVDRFY. The MHC is HLA-B35:01 with pseudo-sequence HLA-B35:01. The binding affinity (normalized) is 0.0847. (7) The peptide sequence is GMIIMLIPTV. The MHC is HLA-A02:17 with pseudo-sequence HLA-A02:17. The binding affinity (normalized) is 0.187. (8) The peptide sequence is SQQPVQMLY. The MHC is HLA-B27:05 with pseudo-sequence HLA-B27:05. The binding affinity (normalized) is 0.363. (9) The peptide sequence is SLNSMYTRL. The MHC is HLA-A02:02 with pseudo-sequence HLA-A02:02. The binding affinity (normalized) is 0.901. (10) The peptide sequence is FQILHDRFF. The MHC is HLA-A03:01 with pseudo-sequence HLA-A03:01. The binding affinity (normalized) is 0.0847.